Predict which catalyst facilitates the given reaction. From a dataset of Catalyst prediction with 721,799 reactions and 888 catalyst types from USPTO. Reactant: [I-].[CH:2]([P+](C1C=CC=CC=1)(C1C=CC=CC=1)C1C=CC=CC=1)([CH3:4])[CH3:3].C([Li])CCC.[CH:29]([CH:31]([NH:40][C:41]([CH:43]([NH:48][C:49](=[O:58])[O:50][CH2:51][C:52]1[CH:57]=[CH:56][CH:55]=[CH:54][CH:53]=1)[CH2:44][CH:45]([CH3:47])[CH3:46])=[O:42])[CH2:32][CH2:33][C:34]1[CH:39]=[CH:38][CH:37]=[CH:36][CH:35]=1)=O. Product: [CH3:46][CH:45]([CH3:47])[CH2:44][CH:43]([NH:48][C:49](=[O:58])[O:50][CH2:51][C:52]1[CH:53]=[CH:54][CH:55]=[CH:56][CH:57]=1)[C:41](=[O:42])[NH:40][CH:31]([CH2:32][CH2:33][C:34]1[CH:35]=[CH:36][CH:37]=[CH:38][CH:39]=1)[CH:29]=[C:2]([CH3:4])[CH3:3]. The catalyst class is: 299.